Dataset: Forward reaction prediction with 1.9M reactions from USPTO patents (1976-2016). Task: Predict the product of the given reaction. (1) Given the reactants [Cl:1][C:2]1[C:7]([N+:8]([O-:10])=[O:9])=[CH:6][C:5]([NH2:11])=[C:4]([NH2:12])[CH:3]=1.C1N=CN([C:18](N2C=NC=C2)=[O:19])C=1, predict the reaction product. The product is: [Cl:1][C:2]1[C:7]([N+:8]([O-:10])=[O:9])=[CH:6][C:5]2[NH:11][C:18](=[O:19])[NH:12][C:4]=2[CH:3]=1. (2) The product is: [CH2:35]([O:37][C:38](=[O:43])[CH:39]([CH2:22][C:19]1[CH:18]=[CH:17][N:16]=[C:15]([N:14]=[C:1]([C:8]2[CH:13]=[CH:12][CH:11]=[CH:10][CH:9]=2)[C:2]2[CH:7]=[CH:6][CH:5]=[CH:4][CH:3]=2)[C:20]=1[F:21])[C:40](=[O:41])[CH3:42])[CH3:36]. Given the reactants [C:1](=[N:14][C:15]1[C:20]([F:21])=[C:19]([CH2:22]O)[CH:18]=[CH:17][N:16]=1)([C:8]1[CH:13]=[CH:12][CH:11]=[CH:10][CH:9]=1)[C:2]1[CH:7]=[CH:6][CH:5]=[CH:4][CH:3]=1.CS(Cl)(=O)=O.CC(C)([O-])C.[Li+].[CH2:35]([O:37][C:38](=[O:43])[CH2:39][C:40]([CH3:42])=[O:41])[CH3:36].[Na+].[I-].[Li+].[OH-], predict the reaction product. (3) Given the reactants N#N.[F:3][C:4]1[CH:9]=[CH:8][C:7]([C:10]#[C:11][C:12]2[N:17]=[C:16]([NH2:18])[N:15]=[C:14]([NH:19][C:20]3[CH:25]=[CH:24][C:23]([O:26][C:27]4[CH:32]=[CH:31][N:30]=[C:29]([C:33]([F:36])([F:35])[F:34])[CH:28]=4)=[CH:22][CH:21]=3)[CH:13]=2)=[CH:6][CH:5]=1, predict the reaction product. The product is: [F:3][C:4]1[CH:9]=[CH:8][C:7]([CH2:10][CH2:11][C:12]2[N:17]=[C:16]([NH2:18])[N:15]=[C:14]([NH:19][C:20]3[CH:21]=[CH:22][C:23]([O:26][C:27]4[CH:32]=[CH:31][N:30]=[C:29]([C:33]([F:34])([F:35])[F:36])[CH:28]=4)=[CH:24][CH:25]=3)[CH:13]=2)=[CH:6][CH:5]=1. (4) Given the reactants [F:1][C:2]1[CH:3]=[C:4]([C:22]2[C:23]([C:28]#[N:29])=[CH:24][CH:25]=[CH:26][CH:27]=2)[CH:5]=[CH:6][C:7]=1[CH2:8][C:9]1[C:10](=[O:21])[NH:11][C:12]2[N:13]([N:18]=[CH:19][N:20]=2)[C:14]=1[CH2:15][CH2:16][CH3:17].[CH3:30][CH:31]([O:33][C:34]1[CH:39]=[CH:38][C:37](B(O)O)=[CH:36][CH:35]=1)[CH3:32].C(N(CC)CC)C.N1C=CC=CC=1, predict the reaction product. The product is: [F:1][C:2]1[CH:3]=[C:4]([C:22]2[C:23]([C:28]#[N:29])=[CH:24][CH:25]=[CH:26][CH:27]=2)[CH:5]=[CH:6][C:7]=1[CH2:8][C:9]1[C:10](=[O:21])[N:11]([C:37]2[CH:38]=[CH:39][C:34]([O:33][CH:31]([CH3:32])[CH3:30])=[CH:35][CH:36]=2)[C:12]2[N:13]([N:18]=[CH:19][N:20]=2)[C:14]=1[CH2:15][CH2:16][CH3:17]. (5) Given the reactants [C:1](OC(=O)C)(=[O:3])C.[CH3:8][O:9][C:10]([C:12]1[S:13][CH:14]=[CH:15][C:16]=1[NH2:17])=[O:11], predict the reaction product. The product is: [CH3:8][O:9][C:10]([C:12]1[S:13][CH:14]=[CH:15][C:16]=1[NH:17][CH:1]=[O:3])=[O:11].